From a dataset of Forward reaction prediction with 1.9M reactions from USPTO patents (1976-2016). Predict the product of the given reaction. (1) Given the reactants [Cl:1][C:2]1[CH:7]=[CH:6][C:5]([CH:8]2[CH2:13][CH2:12][CH:11]([C:14]3(Cl)[CH:23]([Cl:24])[C:22](=[O:25])[C:21]4[C:16](=[CH:17][CH:18]=[CH:19][CH:20]=4)[C:15]3=[O:26])[CH2:10][CH2:9]2)=[CH:4][CH:3]=1.C([O-])(=O)C.[Na+].O, predict the reaction product. The product is: [Cl:1][C:2]1[CH:3]=[CH:4][C:5]([C@H:8]2[CH2:13][CH2:12][C@H:11]([C:14]3[C:15](=[O:26])[C:16]4[C:21]([C:22](=[O:25])[C:23]=3[Cl:24])=[CH:20][CH:19]=[CH:18][CH:17]=4)[CH2:10][CH2:9]2)=[CH:6][CH:7]=1. (2) Given the reactants [Br:1][C:2]1[C:7]([O:8][CH2:9][O:10][CH3:11])=[CH:6][C:5]([O:12][CH2:13][O:14][CH3:15])=[CH:4][C:3]=1[CH2:16][OH:17].[H-].[Na+].[CH3:20]I, predict the reaction product. The product is: [Br:1][C:2]1[C:3]([CH2:16][O:17][CH3:20])=[CH:4][C:5]([O:12][CH2:13][O:14][CH3:15])=[CH:6][C:7]=1[O:8][CH2:9][O:10][CH3:11].